Predict the product of the given reaction. From a dataset of Forward reaction prediction with 1.9M reactions from USPTO patents (1976-2016). (1) Given the reactants [C:1]1([CH2:7][CH2:8][O:9][CH2:10][C:11]2[O:15][N:14]=[C:13]([C:16]([O:18]CC)=[O:17])[CH:12]=2)[CH:6]=[CH:5][CH:4]=[CH:3][CH:2]=1.C(O)C.[OH-].[K+], predict the reaction product. The product is: [C:1]1([CH2:7][CH2:8][O:9][CH2:10][C:11]2[O:15][N:14]=[C:13]([C:16]([OH:18])=[O:17])[CH:12]=2)[CH:6]=[CH:5][CH:4]=[CH:3][CH:2]=1. (2) Given the reactants [C:1]1([C:11](OC)=[O:12])([C:7]([O:9][CH3:10])=[O:8])[CH2:6][CH2:5][CH2:4][CH2:3][CH2:2]1.[H-].C([Al+]CC(C)C)C(C)C, predict the reaction product. The product is: [CH3:10][O:9][C:7]([C:1]1([CH:11]=[O:12])[CH2:2][CH2:3][CH2:4][CH2:5][CH2:6]1)=[O:8]. (3) Given the reactants [CH:1]([O:4][CH2:5][CH2:6][CH2:7][C@@H:8]1[CH2:17][CH2:16][C:15]2[CH:14]=[C:13]([C@H:18]3[CH2:27][CH2:26][C@@:20]4([NH:24]C(=O)[O:22][CH2:21]4)[CH2:19]3)[CH:12]=[CH:11][C:10]=2[CH2:9]1)([CH3:3])[CH3:2].[OH-].[Na+], predict the reaction product. The product is: [NH2:24][C@:20]1([CH2:21][OH:22])[CH2:26][CH2:27][C@H:18]([C:13]2[CH:12]=[CH:11][C:10]3[CH2:9][C@H:8]([CH2:7][CH2:6][CH2:5][O:4][CH:1]([CH3:2])[CH3:3])[CH2:17][CH2:16][C:15]=3[CH:14]=2)[CH2:19]1. (4) The product is: [CH3:22][O:21][S:18]([C:15]1([CH3:1])[CH:14]=[CH:13][CH:12]=[CH:17][CH2:16]1)(=[O:19])=[O:20].[CH3:1][S:2][C:3]1[S:4][C:5]2[CH:11]=[CH:10][CH:9]=[CH:8][C:6]=2[N:7]=1. Given the reactants [CH3:1][S:2][C:3]1[S:4][C:5]2[CH:11]=[CH:10][CH:9]=[CH:8][C:6]=2[N:7]=1.[C:12]1(C)[CH:17]=[CH:16][C:15]([S:18]([O:21][CH3:22])(=[O:20])=[O:19])=[CH:14][CH:13]=1.CC(C)=O, predict the reaction product.